This data is from Full USPTO retrosynthesis dataset with 1.9M reactions from patents (1976-2016). The task is: Predict the reactants needed to synthesize the given product. (1) Given the product [CH2:1]([S:4][CH2:29][C:12]1[N:13]=[C:14]([C:18]2[S:19][C:20]3[CH:28]=[CH:27][CH:26]=[CH:25][C:21]=3[C:22](=[O:24])[N:23]=2)[CH:15]=[CH:16][CH:17]=1)[CH2:2][CH3:3], predict the reactants needed to synthesize it. The reactants are: [CH2:1]([SH:4])[CH2:2][CH3:3].[H-].[Na+].CS(O[C:12]1[CH:17]=[CH:16][CH:15]=[C:14]([C:18]2[S:19][C:20]3[CH:28]=[CH:27][CH:26]=[CH:25][C:21]=3[C:22](=[O:24])[N:23]=2)[N:13]=1)(=O)=O.[C:29](OCC)(=O)C. (2) Given the product [CH2:1]([O:3][C:4](=[O:24])[C:5]([CH3:23])([CH3:22])[CH2:6][C@H:7]([NH:21][C:32]([C:30]1[O:29][N:28]=[C:27]([OH:26])[CH:31]=1)=[O:34])[CH2:8][C:9]1[CH:10]=[CH:11][C:12]([C:15]2[CH:20]=[CH:19][CH:18]=[CH:17][CH:16]=2)=[CH:13][CH:14]=1)[CH2:2][CH2:35][CH3:36], predict the reactants needed to synthesize it. The reactants are: [CH2:1]([O:3][C:4](=[O:24])[C:5]([CH3:23])([CH3:22])[CH2:6][C@H:7]([NH2:21])[CH2:8][C:9]1[CH:14]=[CH:13][C:12]([C:15]2[CH:20]=[CH:19][CH:18]=[CH:17][CH:16]=2)=[CH:11][CH:10]=1)[CH3:2].Cl.[OH:26][C:27]1[CH:31]=[C:30]([C:32]([OH:34])=O)[O:29][N:28]=1.[CH3:35][CH2:36]N=C=NCCCN(C)C.C1C=CC2N(O)N=NC=2C=1. (3) The reactants are: C([O:3][C:4](=[O:44])[CH2:5][C:6]1[CH:7]=[N:8][C:9]([C:12]2[CH:17]=[CH:16][C:15]([C:18]([CH2:41][CH3:42])([C:21]3[CH:26]=[CH:25][C:24]([C:27]#[C:28][C:29]4([O:35][Si](C)(C)C)[CH2:34][CH2:33][CH2:32][CH2:31][CH2:30]4)=[C:23]([CH3:40])[CH:22]=3)[CH2:19][CH3:20])=[CH:14][C:13]=2[CH3:43])=[CH:10][CH:11]=1)C.[F-].C([N+](CCCC)(CCCC)CCCC)CCC. Given the product [CH2:19]([C:18]([C:15]1[CH:16]=[CH:17][C:12]([C:9]2[N:8]=[CH:7][C:6]([CH2:5][C:4]([OH:44])=[O:3])=[CH:11][CH:10]=2)=[C:13]([CH3:43])[CH:14]=1)([C:21]1[CH:26]=[CH:25][C:24]([C:27]#[C:28][C:29]2([OH:35])[CH2:34][CH2:33][CH2:32][CH2:31][CH2:30]2)=[C:23]([CH3:40])[CH:22]=1)[CH2:41][CH3:42])[CH3:20], predict the reactants needed to synthesize it. (4) Given the product [OH:1][C:2]1[NH:3][C:4]([C:13]([N:29]2[CH2:28][CH2:27][N:26]([C:22]3[CH:21]=[C:20]([CH:25]=[CH:24][CH:23]=3)[C:18]#[N:19])[CH2:31][CH2:30]2)=[O:15])=[C:5]([C:7]2[CH:8]=[CH:9][CH:10]=[CH:11][CH:12]=2)[N:6]=1, predict the reactants needed to synthesize it. The reactants are: [OH:1][C:2]1[NH:3][C:4]([C:13]([OH:15])=O)=[C:5]([C:7]2[CH:12]=[CH:11][CH:10]=[CH:9][CH:8]=2)[N:6]=1.Cl.Cl.[C:18]([C:20]1[CH:21]=[C:22]([N:26]2[CH2:31][CH2:30][NH:29][CH2:28][CH2:27]2)[CH:23]=[CH:24][CH:25]=1)#[N:19].Cl.CN(C)CCCN=C=NCC.O.ON1C2C=CC=CC=2N=N1. (5) The reactants are: [N:1]1[CH:6]=[CH:5][C:4]([CH:7]2[C:15](=[O:16])[C:14]3[C:9](=[CH:10][CH:11]=[CH:12][CH:13]=3)[C:8]2=O)=[N:3][CH:2]=1.O.[NH2:19][NH2:20]. Given the product [N:1]1[CH:6]=[CH:5][C:4]([CH2:7][C:8]2[C:9]3[C:14](=[CH:13][CH:12]=[CH:11][CH:10]=3)[C:15](=[O:16])[NH:20][N:19]=2)=[N:3][CH:2]=1, predict the reactants needed to synthesize it. (6) Given the product [NH2:8][C:7]1[C:9]2[C:10](=[CH:11][CH:12]=[CH:13][CH:14]=2)[NH:15][C:16]=1[C:17]([O:19][CH2:20][CH3:21])=[O:18], predict the reactants needed to synthesize it. The reactants are: CC(C)([O-])C.[K+].[C:7]([C:9]1[CH:14]=[CH:13][CH:12]=[CH:11][C:10]=1[NH:15][CH2:16][C:17]([O:19][CH2:20][CH3:21])=[O:18])#[N:8].